Dataset: Forward reaction prediction with 1.9M reactions from USPTO patents (1976-2016). Task: Predict the product of the given reaction. The product is: [F:25][CH:23]([F:24])[O:22][C:18]1[CH:17]=[C:16]([S:15][C:11]2[CH:10]=[C:9]([CH3:26])[C:8](=[CH:13][C:12]=2[CH3:14])[NH2:5])[CH:21]=[CH:20][CH:19]=1. Given the reactants C(O)(=O)C.[N+:5]([C:8]1[CH:13]=[C:12]([CH3:14])[C:11]([S:15][C:16]2[CH:21]=[CH:20][CH:19]=[C:18]([O:22][CH:23]([F:25])[F:24])[CH:17]=2)=[CH:10][C:9]=1[CH3:26])([O-])=O, predict the reaction product.